Dataset: Full USPTO retrosynthesis dataset with 1.9M reactions from patents (1976-2016). Task: Predict the reactants needed to synthesize the given product. (1) Given the product [C:45]([O:44][C:42]([N:49]1[CH2:54][CH2:53][N:52]([CH2:25][C:16]2[S:15][C:14]([NH:13][C:12](=[O:27])[C:9]([NH:8][C:6](=[O:7])[C:5]3[CH:4]=[CH:3][C:2]([F:1])=[CH:29][CH:28]=3)([CH3:11])[CH3:10])=[N:18][C:17]=2[C:19]2[CH:20]=[CH:21][CH:22]=[CH:23][CH:24]=2)[CH2:51][CH2:50]1)=[O:43])([CH3:48])([CH3:46])[CH3:47], predict the reactants needed to synthesize it. The reactants are: [F:1][C:2]1[CH:29]=[CH:28][C:5]([C:6]([NH:8][C:9]([C:12](=[O:27])[NH:13][C:14]2[S:15][C:16]([CH2:25]O)=[C:17]([C:19]3[CH:24]=[CH:23][CH:22]=[CH:21][CH:20]=3)[N:18]=2)([CH3:11])[CH3:10])=[O:7])=[CH:4][CH:3]=1.CS(Cl)(=O)=O.C(N(CC)CC)C.[C:42]([N:49]1[CH2:54][CH2:53][NH:52][CH2:51][CH2:50]1)([O:44][C:45]([CH3:48])([CH3:47])[CH3:46])=[O:43]. (2) Given the product [NH:1]1[C:9]2[C:4](=[CH:5][C:6]([NH:10][C:11]3[C:12]4[C:19]5[CH2:20][CH2:21][CH:22]([C:24]([NH:31][C:30]6[CH:32]=[CH:33][CH:34]=[CH:35][C:29]=6[O:28][CH3:27])=[O:25])[CH2:23][C:18]=5[S:17][C:13]=4[N:14]=[CH:15][N:16]=3)=[CH:7][CH:8]=2)[CH:3]=[N:2]1, predict the reactants needed to synthesize it. The reactants are: [NH:1]1[C:9]2[C:4](=[CH:5][C:6]([NH:10][C:11]3[C:12]4[C:19]5[CH2:20][CH2:21][CH:22]([C:24](O)=[O:25])[CH2:23][C:18]=5[S:17][C:13]=4[N:14]=[CH:15][N:16]=3)=[CH:7][CH:8]=2)[CH:3]=[N:2]1.[CH3:27][O:28][C:29]1[CH:35]=[CH:34][CH:33]=[CH:32][C:30]=1[NH2:31].C(N(CC)C(C)C)(C)C.C(P1(=O)OP(CCC)(=O)OP(CCC)(=O)O1)CC.C(P(OP(CCC)=O)=O)CC.